This data is from Tyrosyl-DNA phosphodiesterase HTS with 341,365 compounds. The task is: Binary Classification. Given a drug SMILES string, predict its activity (active/inactive) in a high-throughput screening assay against a specified biological target. The compound is S(CC(=O)N1C(CCCC1C)C)c1oc(nn1)COc1ccc(OC)cc1. The result is 0 (inactive).